Dataset: Forward reaction prediction with 1.9M reactions from USPTO patents (1976-2016). Task: Predict the product of the given reaction. (1) The product is: [N:14]1([CH:11]2[CH2:12][CH2:13][NH:8][CH2:9][CH2:10]2)[CH2:15][CH2:16][CH:17]([O:20][C:21](=[O:28])[C:22]2[CH:27]=[CH:26][CH:25]=[CH:24][CH:23]=2)[CH2:18][CH2:19]1. Given the reactants C(OC([N:8]1[CH2:13][CH2:12][CH:11]([N:14]2[CH2:19][CH2:18][CH:17]([O:20][C:21](=[O:28])[C:22]3[CH:27]=[CH:26][CH:25]=[CH:24][CH:23]=3)[CH2:16][CH2:15]2)[CH2:10][CH2:9]1)=O)(C)(C)C.FC(F)(F)C(O)=O, predict the reaction product. (2) Given the reactants [Cl:1][C:2]1[CH:3]=[N:4][CH:5]=[CH:6][C:7]=1/[CH:8]=[C:9]1/[C:10](=[O:23])[C:11]2[C:16]([CH2:17][CH2:18]/1)=[CH:15][C:14]([O:19][CH3:20])=[C:13]([O:21][CH3:22])[CH:12]=2, predict the reaction product. The product is: [Cl:1][C:2]1[CH:3]=[N:4][CH:5]=[CH:6][C:7]=1[CH2:8][CH:9]1[CH2:18][CH2:17][C:16]2[C:11](=[CH:12][C:13]([O:21][CH3:22])=[C:14]([O:19][CH3:20])[CH:15]=2)[C:10]1=[O:23]. (3) Given the reactants [OH-].[Na+].[CH2:3]([O:7][C:8]1[CH:13]=[C:12]([CH2:14][CH2:15][C:16]([O:18]C)=[O:17])[CH:11]=[CH:10][C:9]=1[C:20]1[CH:25]=[CH:24][CH:23]=[C:22]([CH2:26][N:27]([C:29](=[O:41])[C:30]2[CH:35]=[CH:34][C:33]([O:36][CH2:37][CH2:38][CH2:39][CH3:40])=[CH:32][CH:31]=2)[CH3:28])[CH:21]=1)[CH2:4][CH2:5][CH3:6], predict the reaction product. The product is: [CH2:3]([O:7][C:8]1[CH:13]=[C:12]([CH2:14][CH2:15][C:16]([OH:18])=[O:17])[CH:11]=[CH:10][C:9]=1[C:20]1[CH:25]=[CH:24][CH:23]=[C:22]([CH2:26][N:27]([C:29](=[O:41])[C:30]2[CH:35]=[CH:34][C:33]([O:36][CH2:37][CH2:38][CH2:39][CH3:40])=[CH:32][CH:31]=2)[CH3:28])[CH:21]=1)[CH2:4][CH2:5][CH3:6]. (4) Given the reactants Br[C:2]1[CH:3]=[C:4]([NH2:10])[C:5]([O:8][CH3:9])=[N:6][CH:7]=1.[B:11]1([B:11]2[O:15][C:14]([CH3:17])([CH3:16])[C:13]([CH3:19])([CH3:18])[O:12]2)[O:15][C:14]([CH3:17])([CH3:16])[C:13]([CH3:19])([CH3:18])[O:12]1.C([O-])(=O)C.[K+], predict the reaction product. The product is: [CH3:9][O:8][C:5]1[C:4]([NH2:10])=[CH:3][C:2]([B:11]2[O:15][C:14]([CH3:17])([CH3:16])[C:13]([CH3:19])([CH3:18])[O:12]2)=[CH:7][N:6]=1. (5) Given the reactants [NH2:1][C:2]1[S:3][C:4]([C:10]2[CH:15]=[CH:14][C:13]([C:16]([OH:19])([CH3:18])[CH3:17])=[CH:12][C:11]=2[F:20])=[CH:5][C:6]=1[C:7]([NH2:9])=[O:8].Cl[C:22]1[CH:27]=[CH:26][N:25]=[C:24]([CH2:28][N:29]2[CH2:34][CH2:33][O:32][CH2:31][CH2:30]2)[N:23]=1.C([O-])([O-])=O.[K+].[K+].CC(C1C=C(C(C)C)C(C2C=CC=CC=2P(C2CCCCC2)C2CCCCC2)=C(C(C)C)C=1)C.C(O)(CC)(C)C, predict the reaction product. The product is: [F:20][C:11]1[CH:12]=[C:13]([C:16]([OH:19])([CH3:17])[CH3:18])[CH:14]=[CH:15][C:10]=1[C:4]1[S:3][C:2]([NH:1][C:26]2[CH:27]=[CH:22][N:23]=[C:24]([CH2:28][N:29]3[CH2:30][CH2:31][O:32][CH2:33][CH2:34]3)[N:25]=2)=[C:6]([C:7]([NH2:9])=[O:8])[CH:5]=1. (6) Given the reactants [CH2:1]([N:8]([CH:16]1[CH2:19][CH:18]([C:20](=O)[CH2:21][CH2:22][CH:23]=[CH2:24])[CH2:17]1)[C:9](=[O:15])[O:10][C:11]([CH3:14])([CH3:13])[CH3:12])[C:2]1[CH:7]=[CH:6][CH:5]=[CH:4][CH:3]=1.[C:26]([N+:30]#[C-])([CH3:29])([CH3:28])[CH3:27].[C:32]([O-:35])(=O)[CH3:33].[NH4+:36].FC(F)(F)[CH2:39][OH:40], predict the reaction product. The product is: [C:32]([NH:36][C:20]([C@@H:18]1[CH2:19][C@H:16]([N:8]([CH2:1][C:2]2[CH:3]=[CH:4][CH:5]=[CH:6][CH:7]=2)[C:9](=[O:15])[O:10][C:11]([CH3:14])([CH3:12])[CH3:13])[CH2:17]1)([CH2:21][CH2:22][CH:23]=[CH2:24])[C:39]([NH:30][C:26]([CH3:29])([CH3:28])[CH3:27])=[O:40])(=[O:35])[CH3:33].